From a dataset of Full USPTO retrosynthesis dataset with 1.9M reactions from patents (1976-2016). Predict the reactants needed to synthesize the given product. (1) Given the product [CH3:1][N:2]([CH2:33][CH2:34][C:35]([OH:37])=[O:36])[C:3](=[O:32])[C:4]1[CH:9]=[CH:8][C:7]([NH:10][CH:11]([C:16]2[CH:21]=[CH:20][C:19]([C:22]3[CH:23]=[CH:24][C:25]([C:28]([F:29])([F:30])[F:31])=[CH:26][CH:27]=3)=[CH:18][CH:17]=2)[CH2:12][CH:13]([CH3:15])[CH3:14])=[N:6][CH:5]=1, predict the reactants needed to synthesize it. The reactants are: [CH3:1][N:2]([CH2:33][CH2:34][C:35]([O:37]C(C)(C)C)=[O:36])[C:3](=[O:32])[C:4]1[CH:9]=[CH:8][C:7]([NH:10][CH:11]([C:16]2[CH:21]=[CH:20][C:19]([C:22]3[CH:27]=[CH:26][C:25]([C:28]([F:31])([F:30])[F:29])=[CH:24][CH:23]=3)=[CH:18][CH:17]=2)[CH2:12][CH:13]([CH3:15])[CH3:14])=[N:6][CH:5]=1.C(=O)=O.CO.FC(F)(F)C1C=CC(C2N=CC(NC(C3C=CC(C(NCCC(O)=O)=O)=CC=3)CCC)=CN=2)=CC=1.C(O)(C(F)(F)F)=O.C(Cl)Cl.[OH-].[Na+]. (2) Given the product [F:13][C:3]1[CH:4]=[C:5]([S:9]([NH2:12])(=[O:11])=[O:10])[CH:6]=[C:7]([F:8])[C:2]=1[CH3:16], predict the reactants needed to synthesize it. The reactants are: Br[C:2]1[C:7]([F:8])=[CH:6][C:5]([S:9]([NH2:12])(=[O:11])=[O:10])=[CH:4][C:3]=1[F:13].[F-].[Cs+].[CH3:16]B(O)O. (3) Given the product [NH2:11][C:4]1[CH:5]=[C:6]([CH:9]=[CH:10][C:3]=1[N:2]([CH3:1])[C:14]1[CH:23]=[CH:22][C:21]2[C:20]([CH3:24])([CH3:25])[CH2:19][CH2:18][C:17]([CH3:27])([CH3:26])[C:16]=2[CH:15]=1)[C:7]#[N:8], predict the reactants needed to synthesize it. The reactants are: [CH3:1][N:2]([C:14]1[CH:23]=[CH:22][C:21]2[C:20]([CH3:25])([CH3:24])[CH2:19][CH2:18][C:17]([CH3:27])([CH3:26])[C:16]=2[CH:15]=1)[C:3]1[CH:10]=[CH:9][C:6]([C:7]#[N:8])=[CH:5][C:4]=1[N+:11]([O-])=O.[OH-].[Na+].O. (4) The reactants are: [O-:1][CH2:2][CH2:3][CH2:4][CH3:5].[O-:6][CH2:7][CH2:8][CH2:9][CH3:10].[CH2:11]([Sn+2]CCCC)[CH2:12][CH2:13][CH3:14].[CH2:20]([OH:24])CCC.C(O)C.[C:28](=[O:30])=[O:29].C(O)C.[C:34](=[O:36])=[O:35]. Given the product [C:28](=[O:29])([O-:30])[O:1][CH:2]([CH2:9][CH3:10])[CH2:3][CH2:4][CH3:5].[C:34](=[O:35])([O:36][CH2:11][CH2:12][CH2:13][CH3:14])[O:1][CH2:2][CH2:3][CH2:4][CH3:5].[C:20](=[O:24])([O:1][CH2:2][CH3:3])[O:6][CH2:7][CH3:8], predict the reactants needed to synthesize it. (5) Given the product [Cl:1][C:2]1[CH:3]=[C:4]([C:9](=[O:21])[C:10]2[CH:11]=[CH:12][C:13]([SH:16])=[CH:14][CH:15]=2)[CH:5]=[C:6]([Cl:8])[CH:7]=1, predict the reactants needed to synthesize it. The reactants are: [Cl:1][C:2]1[CH:3]=[C:4]([C:9](=[O:21])[C:10]2[CH:15]=[CH:14][C:13]([S:16]C(Cl)(Cl)Cl)=[CH:12][CH:11]=2)[CH:5]=[C:6]([Cl:8])[CH:7]=1.